From a dataset of Reaction yield outcomes from USPTO patents with 853,638 reactions. Predict the reaction yield, written as a fraction of the theoretical maximum amount of product (1.0 means a 100% yield; for example, 0.34 means a 34% yield). (1) The reactants are [CH3:1][O:2][C:3](=[O:36])[C:4]1[CH:9]=[CH:8][C:7]([CH2:10][C:11]([NH:13][NH:14][C:15](=O)[C:16]2[CH:21]=[CH:20][CH:19]=[C:18]([C:22]3[O:23][C:24]([C:27]4[CH:32]=[CH:31][C:30]([O:33][CH3:34])=[CH:29][CH:28]=4)=[CH:25][N:26]=3)[CH:17]=2)=O)=[CH:6][CH:5]=1.P12(SP3(SP(SP(S3)(S1)=S)(=S)S2)=S)=[S:38].O. The catalyst is O1CCOCC1. The product is [CH3:1][O:2][C:3](=[O:36])[C:4]1[CH:9]=[CH:8][C:7]([CH2:10][C:11]2[S:38][C:15]([C:16]3[CH:21]=[CH:20][CH:19]=[C:18]([C:22]4[O:23][C:24]([C:27]5[CH:32]=[CH:31][C:30]([O:33][CH3:34])=[CH:29][CH:28]=5)=[CH:25][N:26]=4)[CH:17]=3)=[N:14][N:13]=2)=[CH:6][CH:5]=1. The yield is 0.730. (2) The reactants are C[N:2](C)[CH:3]=[CH:4][C:5]([C:7]1[C:12](=[O:13])[CH:11]=[CH:10][N:9]([C:14]2[CH:19]=[CH:18][C:17]([F:20])=[CH:16][CH:15]=2)[N:8]=1)=O.[C:22]1([NH:28]N)[CH:27]=[CH:26][CH:25]=[CH:24][CH:23]=1. The catalyst is CO. The product is [F:20][C:17]1[CH:18]=[CH:19][C:14]([N:9]2[CH:10]=[CH:11][C:12](=[O:13])[C:7]([C:5]3[N:28]([C:22]4[CH:27]=[CH:26][CH:25]=[CH:24][CH:23]=4)[N:2]=[CH:3][CH:4]=3)=[N:8]2)=[CH:15][CH:16]=1. The yield is 0.270. (3) The reactants are I[C:2]1[N:3]=[CH:4][N:5]2[C:10]([C:11]([F:14])([F:13])[F:12])=[CH:9][C:8]([C:15]3[CH:20]=[CH:19][C:18]([C:21]([F:24])([F:23])[F:22])=[CH:17][CH:16]=3)=[N:7][C:6]=12.[CH3:25][Si:26]([C:29]#[CH:30])([CH3:28])[CH3:27].C(N(CC)CC)C.C1C=CC(P(C2C=CC=CC=2)C2C=CC=CC=2)=CC=1. The catalyst is CN(C)C=O.O.Cl[Pd](Cl)([P](C1C=CC=CC=1)(C1C=CC=CC=1)C1C=CC=CC=1)[P](C1C=CC=CC=1)(C1C=CC=CC=1)C1C=CC=CC=1.[Cu]I. The product is [F:12][C:11]([F:14])([F:13])[C:10]1[N:5]2[CH:4]=[N:3][C:2]([C:30]#[C:29][Si:26]([CH3:28])([CH3:27])[CH3:25])=[C:6]2[N:7]=[C:8]([C:15]2[CH:20]=[CH:19][C:18]([C:21]([F:24])([F:23])[F:22])=[CH:17][CH:16]=2)[CH:9]=1. The yield is 0.530.